Task: Predict which catalyst facilitates the given reaction.. Dataset: Catalyst prediction with 721,799 reactions and 888 catalyst types from USPTO Reactant: CCOCC.[O:6]([C:13]1[CH:18]=[CH:17][C:16]([OH:19])=[CH:15][CH:14]=1)[C:7]1[CH:12]=[CH:11][CH:10]=[CH:9][CH:8]=1.[OH-].[K+].Br[C:23]1[CH:28]=[CH:27][CH:26]=[CH:25][CH:24]=1. Product: [O:6]([C:13]1[CH:14]=[CH:15][C:16]([O:19][C:23]2[CH:28]=[CH:27][CH:26]=[CH:25][CH:24]=2)=[CH:17][CH:18]=1)[C:7]1[CH:12]=[CH:11][CH:10]=[CH:9][CH:8]=1. The catalyst class is: 575.